This data is from Reaction yield outcomes from USPTO patents with 853,638 reactions. The task is: Predict the reaction yield, written as a fraction of the theoretical maximum amount of product (1.0 means a 100% yield; for example, 0.34 means a 34% yield). (1) The reactants are [C:1]([O:5][C:6]([NH:8][CH2:9][CH2:10][O:11][C:12]1[CH:13]=[C:14]([C:22](OC)=[O:23])[C:15](=[CH:20][CH:21]=1)[C:16](OC)=[O:17])=[O:7])([CH3:4])([CH3:3])[CH3:2].[H-].[Al+3].[Li+].[H-].[H-].[H-]. The catalyst is C1COCC1. The product is [OH:23][CH2:22][C:14]1[CH:13]=[C:12]([CH:21]=[CH:20][C:15]=1[CH2:16][OH:17])[O:11][CH2:10][CH2:9][NH:8][C:6](=[O:7])[O:5][C:1]([CH3:4])([CH3:3])[CH3:2]. The yield is 0.900. (2) The reactants are O.[CH3:2][O:3][CH2:4][CH2:5][O:6][C:7]1[CH:12]=[CH:11][C:10](/[CH:13]=[CH:14]/[C:15]([O-:17])=[O:16])=[C:9]([N+:18]([O-])=O)[CH:8]=1.[C:21](O)(=O)[CH3:22]. The catalyst is [Zn]. The product is [NH2:18][C:9]1[CH:8]=[C:7]([O:6][CH2:5][CH2:4][O:3][CH3:2])[CH:12]=[CH:11][C:10]=1/[CH:13]=[CH:14]/[C:15]([O:17][CH2:21][CH3:22])=[O:16]. The yield is 0.820. (3) The reactants are C[O:2][C:3](=[O:51])[CH2:4][CH2:5][NH:6][C:7](=[O:50])[C:8]1[CH:13]=[C:12]([C:14]2[CH:19]=[C:18]([Cl:20])[CH:17]=[CH:16][C:15]=2[O:21][C:22]2[CH:27]=[C:26]([F:28])[C:25]([S:29](=[O:48])(=[O:47])[N:30]([CH2:36][C:37]3[CH:42]=[CH:41][C:40]([O:43][CH3:44])=[CH:39][C:38]=3[O:45][CH3:46])[C:31]3[S:35][N:34]=[CH:33][N:32]=3)=[CH:24][C:23]=2[Cl:49])[CH:11]=[CH:10][N:9]=1.O.[OH-].[Li+].Cl. The catalyst is C1COCC1.O. The product is [Cl:20][C:18]1[CH:17]=[CH:16][C:15]([O:21][C:22]2[CH:27]=[C:26]([F:28])[C:25]([S:29](=[O:47])(=[O:48])[N:30]([CH2:36][C:37]3[CH:42]=[CH:41][C:40]([O:43][CH3:44])=[CH:39][C:38]=3[O:45][CH3:46])[C:31]3[S:35][N:34]=[CH:33][N:32]=3)=[CH:24][C:23]=2[Cl:49])=[C:14]([C:12]2[CH:11]=[CH:10][N:9]=[C:8]([C:7]([NH:6][CH2:5][CH2:4][C:3]([OH:51])=[O:2])=[O:50])[CH:13]=2)[CH:19]=1. The yield is 0.990. (4) The reactants are [C:1]([Si:5]([CH3:8])([CH3:7])Cl)([CH3:4])([CH3:3])[CH3:2].N1C=CN=C1.[OH:14][CH2:15][C:16]1[CH:23]=[CH:22][C:19]([CH:20]=[O:21])=[CH:18][CH:17]=1.CCOC(C)=O. The catalyst is CN(C=O)C. The product is [Si:5]([O:21][CH2:20][C:19]1[CH:22]=[CH:23][C:16]([CH:15]=[O:14])=[CH:17][CH:18]=1)([C:1]([CH3:4])([CH3:3])[CH3:2])([CH3:8])[CH3:7]. The yield is 1.00. (5) The reactants are C([O:3][C:4](=[O:29])[C:5]1[C:10]([NH:11][C:12]2[C:13]3[O:28][CH2:27][CH2:26][C:14]=3[N:15]=[C:16]([C:18]3[CH:23]=[C:22]([Cl:24])[CH:21]=[CH:20][C:19]=3[F:25])[N:17]=2)=[CH:9][CH:8]=[N:7][CH:6]=1)C.[OH-].[Na+]. The catalyst is CO. The product is [Cl:24][C:22]1[CH:21]=[CH:20][C:19]([F:25])=[C:18]([C:16]2[N:17]=[C:12]([NH:11][C:10]3[C:5]([C:4]([OH:29])=[O:3])=[CH:6][N:7]=[CH:8][CH:9]=3)[C:13]3[O:28][CH2:27][CH2:26][C:14]=3[N:15]=2)[CH:23]=1. The yield is 0.940.